This data is from Reaction yield outcomes from USPTO patents with 853,638 reactions. The task is: Predict the reaction yield, written as a fraction of the theoretical maximum amount of product (1.0 means a 100% yield; for example, 0.34 means a 34% yield). (1) The reactants are Cl[C:2]1[N:7]=[CH:6][C:5]([C:8]2[CH:13]=[CH:12][N:11]=[C:10]([NH:14][C:15]3[CH:16]=[C:17]([NH:22][C:23](=[O:34])[C:24]4[CH:29]=[CH:28][CH:27]=[C:26]([C:30]([F:33])([F:32])[F:31])[CH:25]=4)[CH:18]=[CH:19][C:20]=3[CH3:21])[N:9]=2)=[CH:4][CH:3]=1.[NH:35]1[CH2:40][CH2:39][CH:38]([OH:41])[CH2:37][CH2:36]1. The catalyst is O. The product is [OH:41][CH:38]1[CH2:39][CH2:40][N:35]([C:2]2[CH:3]=[CH:4][C:5]([C:8]3[CH:13]=[CH:12][N:11]=[C:10]([NH:14][C:15]4[CH:16]=[C:17]([NH:22][C:23](=[O:34])[C:24]5[CH:29]=[CH:28][CH:27]=[C:26]([C:30]([F:33])([F:31])[F:32])[CH:25]=5)[CH:18]=[CH:19][C:20]=4[CH3:21])[N:9]=3)=[CH:6][N:7]=2)[CH2:36][CH2:37]1. The yield is 0.984. (2) The reactants are I[C:2]1[C:3]2[S:11][CH:10]=[C:9]([C:12]3[CH:17]=[CH:16][C:15]([O:18][C:19]4[CH:24]=[CH:23][CH:22]=[CH:21][CH:20]=4)=[CH:14][CH:13]=3)[C:4]=2[C:5]([NH2:8])=[N:6][CH:7]=1.[C:25]([O:29][C:30]([CH3:33])([CH3:32])[CH3:31])(=[O:28])[CH:26]=[CH2:27].C1C=CC(P(C2C=CC=CC=2)C2C=CC=CC=2)=CC=1.C([O-])([O-])=O.[Na+].[Na+]. The catalyst is CC([O-])=O.CC([O-])=O.[Pd+2].CN(C=O)C. The product is [NH2:8][C:5]1[C:4]2[C:9]([C:12]3[CH:17]=[CH:16][C:15]([O:18][C:19]4[CH:24]=[CH:23][CH:22]=[CH:21][CH:20]=4)=[CH:14][CH:13]=3)=[CH:10][S:11][C:3]=2[C:2](/[CH:27]=[CH:26]/[C:25]([O:29][C:30]([CH3:33])([CH3:32])[CH3:31])=[O:28])=[CH:7][N:6]=1. The yield is 0.760.